This data is from Peptide-MHC class I binding affinity with 185,985 pairs from IEDB/IMGT. The task is: Regression. Given a peptide amino acid sequence and an MHC pseudo amino acid sequence, predict their binding affinity value. This is MHC class I binding data. (1) The peptide sequence is IEAKINVAD. The MHC is HLA-A02:01 with pseudo-sequence HLA-A02:01. The binding affinity (normalized) is 0.0847. (2) The peptide sequence is FTENGPWMY. The MHC is HLA-B15:09 with pseudo-sequence HLA-B15:09. The binding affinity (normalized) is 0.0847. (3) The peptide sequence is TTADHMHML. The MHC is HLA-B39:01 with pseudo-sequence HLA-B39:01. The binding affinity (normalized) is 0.477. (4) The peptide sequence is SVYVAPSL. The MHC is H-2-Db with pseudo-sequence H-2-Db. The binding affinity (normalized) is 0.0279. (5) The peptide sequence is NSDTVDWSW. The MHC is HLA-B27:05 with pseudo-sequence HLA-B27:05. The binding affinity (normalized) is 0.0847. (6) The peptide sequence is QLNAWGCAF. The binding affinity (normalized) is 0.173. The MHC is Mamu-A2201 with pseudo-sequence Mamu-A2201. (7) The peptide sequence is VITYCLVTHM. The MHC is HLA-A02:02 with pseudo-sequence HLA-A02:02. The binding affinity (normalized) is 0.430. (8) The peptide sequence is REVLRTEL. The MHC is Mamu-A11 with pseudo-sequence Mamu-A11. The binding affinity (normalized) is 0.496.